This data is from NCI-60 drug combinations with 297,098 pairs across 59 cell lines. The task is: Regression. Given two drug SMILES strings and cell line genomic features, predict the synergy score measuring deviation from expected non-interaction effect. (1) Drug 1: CCCS(=O)(=O)NC1=C(C(=C(C=C1)F)C(=O)C2=CNC3=C2C=C(C=N3)C4=CC=C(C=C4)Cl)F. Drug 2: C1CCC(C1)C(CC#N)N2C=C(C=N2)C3=C4C=CNC4=NC=N3. Cell line: SF-539. Synergy scores: CSS=11.9, Synergy_ZIP=0.671, Synergy_Bliss=2.81, Synergy_Loewe=2.38, Synergy_HSA=3.50. (2) Drug 1: CC(C)(C#N)C1=CC(=CC(=C1)CN2C=NC=N2)C(C)(C)C#N. Drug 2: COCCOC1=C(C=C2C(=C1)C(=NC=N2)NC3=CC=CC(=C3)C#C)OCCOC.Cl. Cell line: 786-0. Synergy scores: CSS=6.01, Synergy_ZIP=-2.42, Synergy_Bliss=-1.48, Synergy_Loewe=-2.38, Synergy_HSA=-2.09. (3) Drug 1: C1=CC(=CC=C1CCC2=CNC3=C2C(=O)NC(=N3)N)C(=O)NC(CCC(=O)O)C(=O)O. Drug 2: CS(=O)(=O)CCNCC1=CC=C(O1)C2=CC3=C(C=C2)N=CN=C3NC4=CC(=C(C=C4)OCC5=CC(=CC=C5)F)Cl. Cell line: M14. Synergy scores: CSS=21.7, Synergy_ZIP=0.946, Synergy_Bliss=-0.198, Synergy_Loewe=-15.1, Synergy_HSA=-2.76. (4) Drug 1: C1=CC=C(C=C1)NC(=O)CCCCCCC(=O)NO. Drug 2: COC1=C2C(=CC3=C1OC=C3)C=CC(=O)O2. Cell line: DU-145. Synergy scores: CSS=16.7, Synergy_ZIP=0.243, Synergy_Bliss=0.337, Synergy_Loewe=-20.9, Synergy_HSA=-1.41. (5) Drug 1: CN(C)C1=NC(=NC(=N1)N(C)C)N(C)C. Drug 2: C(=O)(N)NO. Cell line: NCI-H322M. Synergy scores: CSS=-9.06, Synergy_ZIP=1.81, Synergy_Bliss=-3.47, Synergy_Loewe=-6.00, Synergy_HSA=-6.39. (6) Drug 1: CN1C(=O)N2C=NC(=C2N=N1)C(=O)N. Drug 2: CN(CCCl)CCCl.Cl. Cell line: EKVX. Synergy scores: CSS=8.86, Synergy_ZIP=1.77, Synergy_Bliss=-0.920, Synergy_Loewe=-0.246, Synergy_HSA=0.938. (7) Drug 1: CNC(=O)C1=CC=CC=C1SC2=CC3=C(C=C2)C(=NN3)C=CC4=CC=CC=N4. Drug 2: C1=NNC2=C1C(=O)NC=N2. Cell line: UACC62. Synergy scores: CSS=1.05, Synergy_ZIP=-2.01, Synergy_Bliss=-1.98, Synergy_Loewe=-4.71, Synergy_HSA=-2.38.